This data is from Peptide-MHC class II binding affinity with 134,281 pairs from IEDB. The task is: Regression. Given a peptide amino acid sequence and an MHC pseudo amino acid sequence, predict their binding affinity value. This is MHC class II binding data. The peptide sequence is ERSLWIIFSKNLNIK. The MHC is DRB1_1001 with pseudo-sequence DRB1_1001. The binding affinity (normalized) is 0.591.